Dataset: Catalyst prediction with 721,799 reactions and 888 catalyst types from USPTO. Task: Predict which catalyst facilitates the given reaction. Reactant: [C:1]1([C:20]2[CH:25]=[CH:24][CH:23]=[CH:22][CH:21]=2)[CH:6]=[CH:5][C:4]([CH2:7][C@H:8]2N(CN3CCCC3)[C:11](=[O:19])[CH2:10][CH2:9]2)=[CH:3][CH:2]=1.[CH3:26][Si]([N-][Si](C)(C)C)(C)C.[K+].Cl[C:37]([O:39][CH2:40][CH3:41])=[O:38].[CH3:42][O:43]S([O:47][CH3:48])(=O)=O.[Cl-].[NH4+:50].[C:51]1([CH3:57])[CH:56]=CC=C[CH:52]=1. Product: [CH2:40]([O:39][C:37]([C@:10]1([CH3:26])[CH2:9][C@@H:8]([CH2:7][C:4]2[CH:3]=[CH:2][C:1]([C:20]3[CH:21]=[CH:22][CH:23]=[CH:24][CH:25]=3)=[CH:6][CH:5]=2)[N:50]([C:48](=[O:47])[C:51]([CH3:57])([CH3:56])[CH3:52])[C:11]1=[O:19])=[O:38])[CH3:41].[CH2:40]([O:39][C:37]([C@@:10]1([CH3:26])[CH2:9][C@@H:8]([CH2:7][C:4]2[CH:3]=[CH:2][C:1]([C:20]3[CH:21]=[CH:22][CH:23]=[CH:24][CH:25]=3)=[CH:6][CH:5]=2)[N:50]([C:42](=[O:43])[C:51]([CH3:52])([CH3:56])[CH3:57])[C:11]1=[O:19])=[O:38])[CH3:41]. The catalyst class is: 84.